Dataset: Drug-target binding data from BindingDB using IC50 measurements. Task: Regression. Given a target protein amino acid sequence and a drug SMILES string, predict the binding affinity score between them. We predict pIC50 (pIC50 = -log10(IC50 in M); higher means more potent). Dataset: bindingdb_ic50. The drug is CC(C)C[C@H](NC(=O)c1cc2ccccc2cn1)C(=O)N[C@@H](CC(=O)O)C(=O)N[C@H](C(N)=O)[C@@H](C)O. The target protein (P26010) has sequence MVALPMVLVLLLVLSRGESELDAKIPSTGDATEWRNPHLSMLGSCQPAPSCQKCILSHPSCAWCKQLNFTASGEAEARRCARREELLARGCPLEELEEPRGQQEVLQDQPLSQGARGEGATQLAPQRVRVTLRPGEPQQLQVRFLRAEGYPVDLYYLMDLSYSMKDDLERVRQLGHALLVRLQEVTHSVRIGFGSFVDKTVLPFVSTVPSKLRHPCPTRLERCQSPFSFHHVLSLTGDAQAFEREVGRQSVSGNLDSPEGGFDAILQAALCQEQIGWRNVSRLLVFTSDDTFHTAGDGKLGGIFMPSDGHCHLDSNGLYSRSTEFDYPSVGQVAQALSAANIQPIFAVTSAALPVYQELSKLIPKSAVGELSEDSSNVVQLIMDAYNSLSSTVTLEHSSLPPGVHISYESQCEGPEKREGKAEDRGQCNHVRINQTVTFWVSLQATHCLPEPHLLRLRALGFSEELIVELHTLCDCNCSDTQPQAPHCSDGQGHLQCGVC.... The pIC50 is 3.5.